This data is from Serine/threonine kinase 33 screen with 319,792 compounds. The task is: Binary Classification. Given a drug SMILES string, predict its activity (active/inactive) in a high-throughput screening assay against a specified biological target. (1) The drug is S(c1n(c(nn1)CC(=O)Nc1ccc(OC)cc1)C)CC(=O)Nc1sccn1. The result is 0 (inactive). (2) The compound is Clc1c(CC(=O)NCC(OC)=O)c(F)ccc1. The result is 0 (inactive). (3) The drug is O=c1n(N)c(nc2c3c([nH]c12)ccc(c3)C)C. The result is 0 (inactive). (4) The drug is O=C(NCCCN1CCN(CC1)CC)CCc1onc(n1)c1ccc(OC)cc1. The result is 0 (inactive). (5) The compound is O1c2c(C(c3c1cc(O)cc3)c1c(O)c3c(oc1=O)cccc3)c(oc1c2cccc1)=O. The result is 0 (inactive). (6) The drug is O(C(=O)c1[nH]c(c(CN(c2ccc(OCC)cc2)C(=O)C)c1C)C)CC. The result is 0 (inactive). (7) The drug is OC1(c2c(N(C1=O)CC#C)cccc2)CC(=O)c1cc(OC)ccc1. The result is 0 (inactive). (8) The drug is s1c(CN(Cc2cc3c([nH]c2=O)c(ccc3C)C)C(=S)NCc2occc2)ccc1. The result is 0 (inactive).